From a dataset of Catalyst prediction with 721,799 reactions and 888 catalyst types from USPTO. Predict which catalyst facilitates the given reaction. (1) Reactant: [CH3:1][S:2]([OH:5])(=[O:4])=[O:3].C(N(CC)CC)C.C1(P(C2C=CC=CC=2)C2C=CC=CC=2)C=CC=CC=1.C[O:33][C:34]([C@H:36]1[CH2:40][C@@H:39](O)[CH2:38][N:37]1[C:42]([O:44][C:45]([CH3:48])([CH3:47])[CH3:46])=[O:43])=[O:35].N(C(OC(C)C)=O)=NC(OC(C)C)=O. Product: [C:45]([O:44][C:42]([N:37]1[CH2:38][C@@H:39]([O:3][S:2]([CH3:1])(=[O:5])=[O:4])[CH2:40][C@@H:36]1[C:34]([OH:35])=[O:33])=[O:43])([CH3:48])([CH3:46])[CH3:47]. The catalyst class is: 93. (2) Reactant: [Cl:1][C:2]1[C:7]([Cl:8])=[CH:6][CH:5]=[CH:4][C:3]=1[S:9]([N:12]([CH2:14][CH2:15][N:16]1[CH2:21][CH2:20][CH2:19][N:18]([CH2:22][CH2:23][C:24]2[CH:29]=[CH:28][C:27]([C:30]#[N:31])=[CH:26][CH:25]=2)[C:17]1=[O:32])[CH3:13])(=[O:11])=[O:10].[CH2:33](N)[CH2:34][NH2:35].[S]. Product: [Cl:1][C:2]1[C:7]([Cl:8])=[CH:6][CH:5]=[CH:4][C:3]=1[S:9]([N:12]([CH2:14][CH2:15][N:16]1[CH2:21][CH2:20][CH2:19][N:18]([CH2:22][CH2:23][C:24]2[CH:29]=[CH:28][C:27]([C:30]3[NH:35][CH2:34][CH2:33][N:31]=3)=[CH:26][CH:25]=2)[C:17]1=[O:32])[CH3:13])(=[O:10])=[O:11]. The catalyst class is: 6. (3) Reactant: [Br:1][C:2]1[CH:3]=[C:4]([CH:8]=[C:9]([S:12]([CH3:15])(=[O:14])=[O:13])[C:10]=1[F:11])[C:5]([OH:7])=O.Cl.[CH3:17][N:18](C)[CH2:19][CH2:20][CH2:21]N=C=NCC.ON1C2C=CC=CC=2N=N1.CNCCC.C(N(CC)CC)C. Product: [Br:1][C:2]1[CH:3]=[C:4]([CH:8]=[C:9]([S:12]([CH3:15])(=[O:14])=[O:13])[C:10]=1[F:11])[C:5]([N:18]([CH3:17])[CH2:19][CH2:20][CH3:21])=[O:7]. The catalyst class is: 39.